The task is: Predict which catalyst facilitates the given reaction.. This data is from Catalyst prediction with 721,799 reactions and 888 catalyst types from USPTO. (1) Reactant: [BH4-].[Na+].[NH2:3][C:4]1[C:5](/[C:14](=[N:22]/[CH2:23][CH2:24][N:25]([CH3:27])[CH3:26])/[C:15]2[CH:20]=[CH:19][C:18]([F:21])=[CH:17][CH:16]=2)=[CH:6][CH:7]=[C:8]2[C:13]=1[N:12]=[CH:11][CH:10]=[CH:9]2. Product: [NH2:3][C:4]1[C:5]([CH:14]([C:15]2[CH:20]=[CH:19][C:18]([F:21])=[CH:17][CH:16]=2)[NH:22][CH2:23][CH2:24][N:25]([CH3:27])[CH3:26])=[CH:6][CH:7]=[C:8]2[C:13]=1[N:12]=[CH:11][CH:10]=[CH:9]2. The catalyst class is: 14. (2) Reactant: [NH2:1][C@@H:2]([CH2:7][C:8]1[CH:13]=[C:12]([F:14])[CH:11]=[C:10]([F:15])[CH:9]=1)[C:3]([O:5][CH3:6])=[O:4].O.C(=O)([O-])[O-].[Na+].[Na+].[CH2:23]([O:30][C:31](Cl)=[O:32])[C:24]1[CH:29]=[CH:28][CH:27]=[CH:26][CH:25]=1. Product: [CH2:23]([O:30][C:31]([NH:1][C@@H:2]([CH2:7][C:8]1[CH:9]=[C:10]([F:15])[CH:11]=[C:12]([F:14])[CH:13]=1)[C:3]([O:5][CH3:6])=[O:4])=[O:32])[C:24]1[CH:29]=[CH:28][CH:27]=[CH:26][CH:25]=1. The catalyst class is: 13. (3) Reactant: [F:1][C:2]1[C:3]([NH:9][C:10](=[O:12])[CH3:11])=[N:4][C:5]([OH:8])=[N:6][CH:7]=1.[C:13]1([S:19](Cl)(=[O:21])=[O:20])[CH:18]=[CH:17][CH:16]=[CH:15][CH:14]=1. Product: [C:10]([NH:9][C:3]1[C:2]([F:1])=[CH:7][N:6]=[C:5]([O:8][S:19]([C:13]2[CH:18]=[CH:17][CH:16]=[CH:15][CH:14]=2)(=[O:21])=[O:20])[N:4]=1)(=[O:12])[CH3:11]. The catalyst class is: 17. (4) Reactant: [CH:1]1([CH2:6][CH:7]([C:11]2[CH:16]=[CH:15][C:14]([N+:17]([O-:19])=[O:18])=[CH:13][CH:12]=2)[C:8]([OH:10])=O)[CH2:5][CH2:4][CH2:3][CH2:2]1.CN([CH:23]=[O:24])C.[CH:25]1[N:29]=[C:28]([NH2:30])[S:27][CH:26]=1.[N:31]1C=C[CH:34]=[CH:33][CH:32]=1. Product: [CH:1]1([CH2:6][CH:7]([C:11]2[CH:16]=[CH:15][C:14]([N+:17]([O-:19])=[O:18])=[CH:13][CH:12]=2)[C:8]([NH:30][C:28]2[S:27][C:26]3[C:25]([N:29]=2)=[CH:34][CH:33]=[C:32]([O:24][CH3:23])[N:31]=3)=[O:10])[CH2:2][CH2:3][CH2:4][CH2:5]1. The catalyst class is: 309.